This data is from Experimentally validated miRNA-target interactions with 360,000+ pairs, plus equal number of negative samples. The task is: Binary Classification. Given a miRNA mature sequence and a target amino acid sequence, predict their likelihood of interaction. (1) The miRNA is hsa-miR-6769b-5p with sequence UGGUGGGUGGGGAGGAGAAGUGC. The protein sequence of the target gene is MAAIGRGRSLKNLRVRGRNDSGEENVPLDLTREPSDNLREILQNVARLQGVSNMRKLGHLNNFTKLLCDIGHSEEKLGFHYEDIIICLRLALLNEAKEVRAAGLRALRYLIQDSSILQKVLKLKVDYLIARCIDIQQSNEVERTQALRLVRKMITVNASLFPSSVTNSLIAVGNDGLQERDRMVRACIAIICELALQNPEVVALRGGLNTILKNVIDCQLSRINEALITTILHLLNHPKTRQYVRADVELERILAPYTDFHYRHSPDTAEGQLKEDREARFLASKMGIIATFRSWAGIIN.... Result: 1 (interaction). (2) The miRNA is mmu-miR-3965 with sequence UGCUUAUCAGCCUGAUGUU. The protein sequence of the target gene is MEAVKTFNSELYSLNDYKPPISKAKMTQITKAAIKAIKFYKHVVQSVEKFIQKCKPEYKVPGLYVIDSIVRQSRHQFGQEKDVFAPRFSNNIISTFQNLYRCPGDDKSKIVRVLNLWQKNNVFKSEIIQPLLDMAAGIPPPVVTPVLASTTTAMSNTPGTPVTPVTPANVVQGLPDPWVSQITNTDTLAAVAQILQSPQGQQLQQLIQTLQIQQQKPQPSILQALDAGLVVQLQALTAQLTAAAAAANTLTPLEQGVSFNKKLMDRFDFGEDSEHSEEPKKEIPASQLSHVSESVNNSIF.... Result: 0 (no interaction).